Dataset: NCI-60 drug combinations with 297,098 pairs across 59 cell lines. Task: Regression. Given two drug SMILES strings and cell line genomic features, predict the synergy score measuring deviation from expected non-interaction effect. (1) Drug 1: C1=CC(=CC=C1CC(C(=O)O)N)N(CCCl)CCCl.Cl. Drug 2: CCCCC(=O)OCC(=O)C1(CC(C2=C(C1)C(=C3C(=C2O)C(=O)C4=C(C3=O)C=CC=C4OC)O)OC5CC(C(C(O5)C)O)NC(=O)C(F)(F)F)O. Cell line: KM12. Synergy scores: CSS=8.05, Synergy_ZIP=1.53, Synergy_Bliss=-1.67, Synergy_Loewe=1.82, Synergy_HSA=1.77. (2) Drug 1: CC(CN1CC(=O)NC(=O)C1)N2CC(=O)NC(=O)C2. Drug 2: CCC1=C2CN3C(=CC4=C(C3=O)COC(=O)C4(CC)O)C2=NC5=C1C=C(C=C5)O. Cell line: MDA-MB-435. Synergy scores: CSS=23.4, Synergy_ZIP=-5.53, Synergy_Bliss=1.50, Synergy_Loewe=-16.7, Synergy_HSA=-1.21. (3) Drug 1: C1=CC(=CC=C1CCCC(=O)O)N(CCCl)CCCl. Drug 2: CC(C1=C(C=CC(=C1Cl)F)Cl)OC2=C(N=CC(=C2)C3=CN(N=C3)C4CCNCC4)N. Cell line: SF-268. Synergy scores: CSS=26.9, Synergy_ZIP=-10.4, Synergy_Bliss=-10.2, Synergy_Loewe=-11.8, Synergy_HSA=-11.6.